Predict the reactants needed to synthesize the given product. From a dataset of Full USPTO retrosynthesis dataset with 1.9M reactions from patents (1976-2016). (1) The reactants are: [OH:1][C@H:2]1[CH2:6][N:5]([C:7]([O:9][CH3:10])=[O:8])[C@H:4]([C:11]([OH:13])=[O:12])[CH2:3]1.C([O-])([O-])=O.[Cs+].[Cs+].Br[CH2:21][C:22]1[CH:27]=[CH:26][CH:25]=[CH:24][CH:23]=1. Given the product [OH:1][C@H:2]1[CH2:6][N:5]([C:7]([O:9][CH3:10])=[O:8])[C@H:4]([C:11]([O:13][CH2:21][C:22]2[CH:27]=[CH:26][CH:25]=[CH:24][CH:23]=2)=[O:12])[CH2:3]1, predict the reactants needed to synthesize it. (2) Given the product [Cl:1][C:2]1[C:3]([O:11][CH2:12][CH:13]2[CH2:15][CH2:14]2)=[CH:4][C:5]([C:8]([NH:23][C:20]([CH3:22])([CH3:21])[CH:19]([CH3:24])[C:18]([O:17][CH3:16])=[O:25])=[O:10])=[N:6][CH:7]=1, predict the reactants needed to synthesize it. The reactants are: [Cl:1][C:2]1[C:3]([O:11][CH2:12][CH:13]2[CH2:15][CH2:14]2)=[CH:4][C:5]([C:8]([OH:10])=O)=[N:6][CH:7]=1.[CH3:16][O:17][C:18](=[O:25])[CH:19]([CH3:24])[C:20]([NH2:23])([CH3:22])[CH3:21].